Dataset: Reaction yield outcomes from USPTO patents with 853,638 reactions. Task: Predict the reaction yield, written as a fraction of the theoretical maximum amount of product (1.0 means a 100% yield; for example, 0.34 means a 34% yield). The reactants are [CH2:1]([O:8][NH:9][C@H:10]1[CH2:15][N:14]([C:16]([O:18][C:19]([CH3:22])([CH3:21])[CH3:20])=[O:17])[C@H:13]([C:23]([OH:25])=[O:24])[CH2:12][CH2:11]1)[C:2]1[CH:7]=[CH:6][CH:5]=[CH:4][CH:3]=1.O[C:27]1[CH:35]=[CH:34][C:30]([C:31]([NH2:33])=[O:32])=[CH:29][CH:28]=1.Cl.C(N=C=NCCCN(C)C)C. The catalyst is ClCCl.CN(C)C1C=CN=CC=1.C(OCC)(=O)C. The product is [CH2:1]([O:8][NH:9][C@H:10]1[CH2:15][N:14]([C:16]([O:18][C:19]([CH3:21])([CH3:22])[CH3:20])=[O:17])[C@H:13]([C:23]([O:25][C:27]2[CH:35]=[CH:34][C:30]([C:31](=[O:32])[NH2:33])=[CH:29][CH:28]=2)=[O:24])[CH2:12][CH2:11]1)[C:2]1[CH:3]=[CH:4][CH:5]=[CH:6][CH:7]=1. The yield is 0.700.